From a dataset of HIV replication inhibition screening data with 41,000+ compounds from the AIDS Antiviral Screen. Binary Classification. Given a drug SMILES string, predict its activity (active/inactive) in a high-throughput screening assay against a specified biological target. (1) The molecule is CC(=O)O.NCCN1CC2CCC(CC2)C1. The result is 0 (inactive). (2) The compound is O=C(O)CN(c1ccccc1)S(=O)(=O)c1ccccc1[N+](=O)[O-]. The result is 0 (inactive).